This data is from Catalyst prediction with 721,799 reactions and 888 catalyst types from USPTO. The task is: Predict which catalyst facilitates the given reaction. Product: [CH3:12][C:11]1[CH:13]=[CH:14][C:8]([S:5]([NH:4][CH2:1][CH:2]=[CH2:3])(=[O:7])=[O:6])=[CH:9][CH:10]=1. The catalyst class is: 4. Reactant: [CH2:1]([NH2:4])[CH:2]=[CH2:3].[S:5](Cl)([C:8]1[CH:14]=[CH:13][C:11]([CH3:12])=[CH:10][CH:9]=1)(=[O:7])=[O:6].C(N(CC)CC)C.Cl.